The task is: Binary Classification. Given a miRNA mature sequence and a target amino acid sequence, predict their likelihood of interaction.. This data is from Experimentally validated miRNA-target interactions with 360,000+ pairs, plus equal number of negative samples. The miRNA is cel-miR-241-5p with sequence UGAGGUAGGUGCGAGAAAUGA. The protein sequence of the target gene is MGKVWKQQMYPQYATYYYPQYLQAKQSLVPAHPMAPPSPSTTSSNNNSSSSSNSGWDQLSKTNLYIRGLPPNTTDQDLVKLCQPYGKIVSTKAILDKATNKCKGYGFVDFDSPAAAQKAVSALKANGVQAQMAKQQEQDPTNLYISNLPLSMDEQELENMLKPFGQVISTRVLRDSSGASRGVGFARMESTEKCEAVIGHFNGKFIKTPPGVSAPTEPLLCKFADGGQKKRQNPNKYIPNGRPWPRDGEAGMTLTYDPTTAALHNGFYPSPYSIATNRMITQTSLTPYIASPVSAYQVQS.... Result: 0 (no interaction).